Dataset: Full USPTO retrosynthesis dataset with 1.9M reactions from patents (1976-2016). Task: Predict the reactants needed to synthesize the given product. (1) The reactants are: [C:1]([C:3]1[CH:4]=[C:5]([C:13]2[O:17][N:16]=[C:15]([C:18]3[CH:32]=[CH:31][C:21]4[CH2:22][CH2:23][N:24]([CH2:27][C:28](O)=[O:29])[CH2:25][CH2:26][C:20]=4[CH:19]=3)[N:14]=2)[CH:6]=[CH:7][C:8]=1[O:9][CH:10]([CH3:12])[CH3:11])#[N:2].C(Cl)C[Cl:35].C([N:39]1[CH2:44][CH2:43][O:42][CH2:41][CH2:40]1)C.C1C=CC2N(O)N=NC=2C=1.N1CCOCC1. Given the product [ClH:35].[CH3:11][CH:10]([O:9][C:8]1[CH:7]=[CH:6][C:5]([C:13]2[O:17][N:16]=[C:15]([C:18]3[CH:32]=[CH:31][C:21]4[CH2:22][CH2:23][N:24]([CH2:27][C:28]([N:39]5[CH2:44][CH2:43][O:42][CH2:41][CH2:40]5)=[O:29])[CH2:25][CH2:26][C:20]=4[CH:19]=3)[N:14]=2)=[CH:4][C:3]=1[C:1]#[N:2])[CH3:12], predict the reactants needed to synthesize it. (2) Given the product [CH2:1]([N:8]1[CH:16]=[C:15]2[C:10]([CH:11]=[C:12]([C:17]3[CH:18]=[C:19]([CH2:27][CH:28]4[O:33][CH2:32][CH2:31][N:30]([S:35]([CH3:34])(=[O:37])=[O:36])[CH2:29]4)[N:20]4[C:25]=3[C:24]([NH2:26])=[N:23][CH:22]=[N:21]4)[CH:13]=[CH:14]2)=[N:9]1)[C:2]1[CH:3]=[CH:4][CH:5]=[CH:6][CH:7]=1, predict the reactants needed to synthesize it. The reactants are: [CH2:1]([N:8]1[CH:16]=[C:15]2[C:10]([CH:11]=[C:12]([C:17]3[CH:18]=[C:19]([CH2:27][CH:28]4[O:33][CH2:32][CH2:31][NH:30][CH2:29]4)[N:20]4[C:25]=3[C:24]([NH2:26])=[N:23][CH:22]=[N:21]4)[CH:13]=[CH:14]2)=[N:9]1)[C:2]1[CH:7]=[CH:6][CH:5]=[CH:4][CH:3]=1.[CH3:34][S:35](Cl)(=[O:37])=[O:36].C(N(CC)C(C)C)(C)C.